From a dataset of Full USPTO retrosynthesis dataset with 1.9M reactions from patents (1976-2016). Predict the reactants needed to synthesize the given product. Given the product [CH2:15]([N:11]1[CH2:12][CH2:13][NH:8][CH2:9][C@@H:10]1[CH3:14])[CH3:16], predict the reactants needed to synthesize it. The reactants are: C(OC([N:8]1[CH2:13][CH2:12][NH:11][C@@H:10]([CH3:14])[CH2:9]1)=O)(C)(C)C.[CH:15](=O)[CH3:16].C=O.Cl.